This data is from Full USPTO retrosynthesis dataset with 1.9M reactions from patents (1976-2016). The task is: Predict the reactants needed to synthesize the given product. Given the product [CH3:11][O:10][C:8](=[O:9])[CH2:7][CH2:6][CH2:5][CH2:4][NH:3][CH2:2][C:30](=[O:31])[CH2:29][CH2:28][N:25]1[CH2:26][CH2:27][CH:22]([O:21][C:19](=[O:20])[NH:18][C:13]2[CH:14]=[CH:15][CH:16]=[CH:17][C:12]=2[C:33]2[CH:34]=[CH:35][CH:36]=[CH:37][CH:38]=2)[CH2:23][CH2:24]1, predict the reactants needed to synthesize it. The reactants are: Cl.[CH3:2][NH:3][CH2:4][CH2:5][CH2:6][CH2:7][C:8]([O:10][CH3:11])=[O:9].[C:12]1([C:33]2[CH:38]=[CH:37][CH:36]=[CH:35][CH:34]=2)[CH:17]=[CH:16][CH:15]=[CH:14][C:13]=1[NH:18][C:19]([O:21][CH:22]1[CH2:27][CH2:26][N:25]([CH2:28][CH2:29][C:30](O)=[O:31])[CH2:24][CH2:23]1)=[O:20].ON1C2N=CC=CC=2N=N1.N1C(C)=CC=CC=1C.CCN=C=NCCCN(C)C.Cl.C(=O)(O)[O-].[Na+].